Dataset: Forward reaction prediction with 1.9M reactions from USPTO patents (1976-2016). Task: Predict the product of the given reaction. Given the reactants [N:1]1([CH2:6][C@@H:7]([O:14][C:15]2[CH:24]=[CH:23][C:22]3[C:21](=[O:25])[CH2:20][CH2:19][CH2:18][C:17]=3[C:16]=2[CH2:26][S:27][C:28]2[CH:29]=[C:30]([CH:34]=[CH:35][CH:36]=2)[C:31]([OH:33])=O)[C:8]2[CH:13]=[CH:12][CH:11]=[CH:10][CH:9]=2)[CH:5]=[CH:4][N:3]=[CH:2]1.[CH3:37][C@@H:38]([CH2:41][CH3:42])[CH2:39][NH2:40], predict the reaction product. The product is: [N:1]1([CH2:6][C@@H:7]([O:14][C:15]2[CH:24]=[CH:23][C:22]3[C:21](=[O:25])[CH2:20][CH2:19][CH2:18][C:17]=3[C:16]=2[CH2:26][S:27][C:28]2[CH:29]=[C:30]([CH:34]=[CH:35][CH:36]=2)[C:31]([NH:40][CH2:39][C@@H:38]([CH3:37])[CH2:41][CH3:42])=[O:33])[C:8]2[CH:9]=[CH:10][CH:11]=[CH:12][CH:13]=2)[CH:5]=[CH:4][N:3]=[CH:2]1.